This data is from Buchwald-Hartwig C-N cross coupling reaction yields with 55,370 reactions. The task is: Predict the reaction yield, written as a fraction of the theoretical maximum amount of product (1.0 means a 100% yield; for example, 0.34 means a 34% yield). The reactants are CCc1ccc(I)cc1.Cc1ccc(N)cc1.O=S(=O)(O[Pd]1c2ccccc2-c2ccccc2N~1)C(F)(F)F.CC(C)c1cc(C(C)C)c(-c2ccccc2P(C2CCCCC2)C2CCCCC2)c(C(C)C)c1.CN1CCCN2CCCN=C12.Cc1ccno1. No catalyst specified. The product is CCc1ccc(Nc2ccc(C)cc2)cc1. The yield is 0.306.